From a dataset of Catalyst prediction with 721,799 reactions and 888 catalyst types from USPTO. Predict which catalyst facilitates the given reaction. (1) Reactant: CCC([O-])(C)C.[K+].[CH3:8][C:9]([C:11]1[CH:16]=[CH:15][C:14]([O:17][CH3:18])=[CH:13][CH:12]=1)=[O:10].[C:19](=O)([O:23]CC)[O:20][CH2:21][CH3:22].C(O)(=O)C. Product: [CH3:18][O:17][C:14]1[CH:15]=[CH:16][C:11]([C:9](=[O:10])[CH2:8][C:19]([O:20][CH2:21][CH3:22])=[O:23])=[CH:12][CH:13]=1. The catalyst class is: 93. (2) Reactant: [OH:1][C@:2]1([CH3:35])[CH2:6][O:5][N:4]([C:7]([C:9]2[C:17]3[C:16](=[O:18])[N:15]([CH3:19])[C:14](=[O:20])[N:13]([CH:21]([CH3:23])[CH3:22])[C:12]=3[S:11][C:10]=2[CH2:24][C:25]2[C:26]([C:31]([F:34])([F:33])[F:32])=[N:27][NH:28][C:29]=2[CH3:30])=[O:8])[CH2:3]1.Br[C:37]1[N:42]=[CH:41][CH:40]=[CH:39][N:38]=1.C(=O)([O-])[O-].[K+].[K+]. Product: [CH3:35][C@@:2]1([OH:1])[CH2:6][O:5][N:4]([C:7]([C:9]2[C:17]3[C:16](=[O:18])[N:15]([CH3:19])[C:14](=[O:20])[N:13]([CH:21]([CH3:22])[CH3:23])[C:12]=3[S:11][C:10]=2[CH2:24][C:25]2[C:26]([C:31]([F:32])([F:33])[F:34])=[N:27][N:28]([C:37]3[N:42]=[CH:41][CH:40]=[CH:39][N:38]=3)[C:29]=2[CH3:30])=[O:8])[CH2:3]1. The catalyst class is: 185.